This data is from Experimentally validated miRNA-target interactions with 360,000+ pairs, plus equal number of negative samples. The task is: Binary Classification. Given a miRNA mature sequence and a target amino acid sequence, predict their likelihood of interaction. (1) The miRNA is hsa-miR-3148 with sequence UGGAAAAAACUGGUGUGUGCUU. The protein sequence of the target gene is MVTMEELREMDCSVLKRLMNRDENGGGAGGSGSHGTLGLPSGGKCLLLDCRPFLAHSAGYILGSVNVRCNTIVRRRAKGSVSLEQILPAEEEVRARLRSGLYSAVIVYDERSPRAESLREDSTVSLVVQALRRNAERTDICLLKGGYERFSSEYPEFCSKTKALAAIPPPVPPSATEPLDLGCSSCGTPLHDQGGPVEILPFLYLGSAYHAARRDMLDALGITALLNVSSDCPNHFEGHYQYKCIPVEDNHKADISSWFMEAIEYIDAVKDCRGRVLVHCQAGISRSATICLAYLMMKKR.... Result: 1 (interaction). (2) The miRNA is hsa-miR-4732-3p with sequence GCCCUGACCUGUCCUGUUCUG. The protein sequence of the target gene is MKALLALPLLLLLSTPPCAPQVSGIRGDALERFCLQQPLDCDDIYAQGYQSDGVYLIYPSGPSVPVPVFCDMTTEGGKWTVFQKRFNGSVSFFRGWNDYKLGFGRADGEYWLGLQNMHLLTLKQKYELRVDLEDFENNTAYAKYADFSISPNAVSAEEDGYTLFVAGFEDGGAGDSLSYHSGQKFSTFDRDQDLFVQNCAALSSGAFWFRSCHFANLNGFYLGGSHLSYANGINWAQWKGFYYSLKRTEMKIRRA. Result: 0 (no interaction).